Dataset: Forward reaction prediction with 1.9M reactions from USPTO patents (1976-2016). Task: Predict the product of the given reaction. (1) Given the reactants C(S(O)(=O)=O)C.[CH3:7][CH:8]([CH3:24])[CH2:9][N:10]1[C:22]2[C:21]3[N:20]=[CH:19][CH:18]=[CH:17][C:16]=3[N:15]=[C:14]([NH2:23])[C:13]=2[N:12]=[CH:11]1, predict the reaction product. The product is: [CH3:7][CH:8]([CH3:24])[CH2:9][N:10]1[C:22]2[C:21]3[N:20]=[CH:19][CH:18]=[CH:17][C:16]=3[N:15]=[C:14]([NH2:23])[C:13]=2[N:12]=[CH:11]1. (2) Given the reactants [CH2:1]1[C:10]2[CH:9]=[CH:8][CH:7]=[C:6]([OH:11])[C:5]=2[CH2:4][CH2:3][NH:2]1.C(N(CC)C(C)C)(C)C.[C:21]([O:25][C:26](O[C:26]([O:25][C:21]([CH3:24])([CH3:23])[CH3:22])=[O:27])=[O:27])([CH3:24])([CH3:23])[CH3:22], predict the reaction product. The product is: [OH:11][C:6]1[CH:7]=[CH:8][CH:9]=[C:10]2[C:5]=1[CH2:4][CH2:3][N:2]([C:26]([O:25][C:21]([CH3:24])([CH3:23])[CH3:22])=[O:27])[CH2:1]2. (3) Given the reactants [CH3:1][O:2][C:3]1[CH:4]=[C:5]2[C:10](=[CH:11][CH:12]=1)[C:9](=[O:13])[CH:8]([CH2:14][CH2:15]/[CH:16]=[CH:17]/[CH:18]=O)[CH2:7][CH2:6]2.[Cl:20][C:21]1[CH:26]=[CH:25][CH:24]=[CH:23][C:22]=1[CH2:27][NH:28][CH:29]=[CH:30][C:31](=[O:33])[CH3:32], predict the reaction product. The product is: [C:31]([C:30]1[CH:16]([CH2:15][CH2:14][CH:8]2[CH2:7][CH2:6][C:5]3[C:10](=[CH:11][CH:12]=[C:3]([O:2][CH3:1])[CH:4]=3)[C:9]2=[O:13])[CH:17]=[CH:18][N:28]([CH2:27][C:22]2[CH:23]=[CH:24][CH:25]=[CH:26][C:21]=2[Cl:20])[CH:29]=1)(=[O:33])[CH3:32]. (4) Given the reactants [NH:1]1[CH2:6][CH2:5][CH:4]([N:7]2[CH:16]=[C:15]3[C:9]([CH2:10][CH2:11][N:12]([C:17]([O:19][C:20]([CH3:23])([CH3:22])[CH3:21])=[O:18])[CH2:13][CH2:14]3)=[N:8]2)[CH2:3][CH2:2]1.Br[C:25]1[CH:26]=[CH:27][C:28]([CH3:31])=[N:29][CH:30]=1.C1C=CC(P(C2C=CC3C(=CC=CC=3)C=2C2C3C(=CC=CC=3)C=CC=2P(C2C=CC=CC=2)C2C=CC=CC=2)C2C=CC=CC=2)=CC=1.CC(C)([O-])C.[Na+], predict the reaction product. The product is: [CH3:31][C:28]1[N:29]=[CH:30][C:25]([N:1]2[CH2:6][CH2:5][CH:4]([N:7]3[CH:16]=[C:15]4[C:9]([CH2:10][CH2:11][N:12]([C:17]([O:19][C:20]([CH3:23])([CH3:22])[CH3:21])=[O:18])[CH2:13][CH2:14]4)=[N:8]3)[CH2:3][CH2:2]2)=[CH:26][CH:27]=1. (5) Given the reactants [C@@H:1]1([N:9]2[CH:13]=[C:12]([C:14]#[C:15][CH3:16])[CH:11]=[C:10]2[CH:17]=[O:18])[O:6][C@H:5]([CH2:7][OH:8])[C@@H:3]([OH:4])[CH2:2]1.[C:19](Cl)([C:32]1[CH:37]=[CH:36][CH:35]=[CH:34][CH:33]=1)([C:26]1[CH:31]=[CH:30][CH:29]=[CH:28][CH:27]=1)[C:20]1[CH:25]=[CH:24][CH:23]=[CH:22][CH:21]=1.C(NC(C)C)(C)C, predict the reaction product. The product is: [C:19]([O:8][CH2:7][C@H:5]1[O:6][C@@H:1]([N:9]2[CH:13]=[C:12]([C:14]#[C:15][CH3:16])[CH:11]=[C:10]2[CH:17]=[O:18])[CH2:2][C@@H:3]1[OH:4])([C:20]1[CH:25]=[CH:24][CH:23]=[CH:22][CH:21]=1)([C:32]1[CH:33]=[CH:34][CH:35]=[CH:36][CH:37]=1)[C:26]1[CH:27]=[CH:28][CH:29]=[CH:30][CH:31]=1. (6) Given the reactants CS(C)=O.[Cl:5][C:6]1[CH:7]=[C:8]2[C:16](=[C:17]([N+:20]([O-:22])=[O:21])[C:18]=1F)[NH:15][C:14]1[CH:13]=[N:12][CH:11]=[CH:10][C:9]2=1.[CH3:23][N:24]1[CH2:29][CH2:28][NH:27][CH2:26][CH2:25]1.CCN(C(C)C)C(C)C, predict the reaction product. The product is: [Cl:5][C:6]1[CH:7]=[C:8]2[C:16](=[C:17]([N+:20]([O-:22])=[O:21])[C:18]=1[N:27]1[CH2:28][CH2:29][N:24]([CH3:23])[CH2:25][CH2:26]1)[NH:15][C:14]1[CH:13]=[N:12][CH:11]=[CH:10][C:9]2=1. (7) Given the reactants [H-].[Na+].[CH3:3]N(C=O)C.[OH:8][CH2:9][C@H:10]([N:12]1[C:20](=[O:21])[C:19]2[C:14](=[CH:15][CH:16]=[CH:17][CH:18]=2)[C:13]1=[O:22])[CH3:11].IC, predict the reaction product. The product is: [CH3:3][O:8][CH2:9][C@H:10]([N:12]1[C:20](=[O:21])[C:19]2[C:14](=[CH:15][CH:16]=[CH:17][CH:18]=2)[C:13]1=[O:22])[CH3:11].